This data is from Full USPTO retrosynthesis dataset with 1.9M reactions from patents (1976-2016). The task is: Predict the reactants needed to synthesize the given product. (1) Given the product [CH2:22]([C:21]([C:16]1[CH:17]=[C:18]2[C:13](=[CH:14][CH:15]=1)[CH:12]=[C:11]([C:9]([NH:8][CH2:7][C:6]([OH:43])=[O:5])=[O:10])[CH:20]=[CH:19]2)([C:24]1[CH:29]=[CH:28][C:27]([O:30][CH:31]([CH2:38][CH3:39])[CH:32]([OH:37])[C:33]([CH3:36])([CH3:34])[CH3:35])=[C:26]([CH3:40])[CH:25]=1)[CH2:41][CH3:42])[CH3:23], predict the reactants needed to synthesize it. The reactants are: [Li+].[OH-].O.C[O:5][C:6](=[O:43])[CH2:7][NH:8][C:9]([C:11]1[CH:20]=[CH:19][C:18]2[C:13](=[CH:14][CH:15]=[C:16]([C:21]([CH2:41][CH3:42])([C:24]3[CH:29]=[CH:28][C:27]([O:30][CH:31]([CH2:38][CH3:39])[CH:32]([OH:37])[C:33]([CH3:36])([CH3:35])[CH3:34])=[C:26]([CH3:40])[CH:25]=3)[CH2:22][CH3:23])[CH:17]=2)[CH:12]=1)=[O:10].CO. (2) Given the product [CH2:1]([O:8][C:9]1[C:10]([Cl:20])=[CH:11][C:12]([S:26][CH:21]2[CH2:25][CH2:24][CH2:23][CH2:22]2)=[C:13]2[C:18]=1[N:17]=[CH:16][CH:15]=[CH:14]2)[C:2]1[CH:7]=[CH:6][CH:5]=[CH:4][CH:3]=1, predict the reactants needed to synthesize it. The reactants are: [CH2:1]([O:8][C:9]1[C:10]([Cl:20])=[CH:11][C:12](Br)=[C:13]2[C:18]=1[N:17]=[CH:16][CH:15]=[CH:14]2)[C:2]1[CH:7]=[CH:6][CH:5]=[CH:4][CH:3]=1.[CH:21]1([SH:26])[CH2:25][CH2:24][CH2:23][CH2:22]1.C(=O)([O-])[O-].[Cs+].[Cs+].O. (3) Given the product [CH:27]([N:23]1[C:22]([C:16]2[S:17][C:18]3[CH2:19][CH2:20][O:21][C:12]4[CH:11]=[C:10]([CH:8]5[CH2:7][N:6]([S:3]([CH2:1][CH2:2][N:33]([CH3:34])[CH3:32])(=[O:5])=[O:4])[CH2:9]5)[CH:31]=[CH:30][C:13]=4[C:14]=3[N:15]=2)=[N:26][CH:25]=[N:24]1)([CH3:28])[CH3:29], predict the reactants needed to synthesize it. The reactants are: [CH:1]([S:3]([N:6]1[CH2:9][CH:8]([C:10]2[CH:31]=[CH:30][C:13]3[C:14]4[N:15]=[C:16]([C:22]5[N:23]([CH:27]([CH3:29])[CH3:28])[N:24]=[CH:25][N:26]=5)[S:17][C:18]=4[CH2:19][CH2:20][O:21][C:12]=3[CH:11]=2)[CH2:7]1)(=[O:5])=[O:4])=[CH2:2].[CH3:32][NH:33][CH3:34]. (4) The reactants are: CC1(C)CCCC(C)(C)N1.[Li]CCCC.[N:16]1[CH:21]=[CH:20][N:19]=[CH:18][CH:17]=1.[NH2-].[Li+].[CH3:24][CH:25]([CH3:29])[C:26](=[O:28])[CH3:27]. Given the product [CH3:24][CH:25]([CH3:29])[C@:26]([C:17]1[CH:18]=[N:19][CH:20]=[CH:21][N:16]=1)([OH:28])[CH3:27], predict the reactants needed to synthesize it. (5) Given the product [C:3]([C:7]1[CH:30]=[CH:29][C:10]([C:11]([N:13]2[CH2:14][CH2:15][C:16]3([C:27](=[CH:33][OH:34])[C:26](=[O:28])[C:25]4[C:20](=[CH:21][CH:22]=[CH:23][CH:24]=4)[O:19]3)[CH2:17][CH2:18]2)=[O:12])=[CH:9][C:8]=1[O:31][CH3:32])([CH3:6])([CH3:4])[CH3:5], predict the reactants needed to synthesize it. The reactants are: [H-].[Na+].[C:3]([C:7]1[CH:30]=[CH:29][C:10]([C:11]([N:13]2[CH2:18][CH2:17][C:16]3([CH2:27][C:26](=[O:28])[C:25]4[C:20](=[CH:21][CH:22]=[CH:23][CH:24]=4)[O:19]3)[CH2:15][CH2:14]2)=[O:12])=[CH:9][C:8]=1[O:31][CH3:32])([CH3:6])([CH3:5])[CH3:4].[CH:33](OCC)=[O:34].